Dataset: Full USPTO retrosynthesis dataset with 1.9M reactions from patents (1976-2016). Task: Predict the reactants needed to synthesize the given product. (1) Given the product [CH:14]([C:2]1[CH:3]=[C:4]2[C:9](=[CH:10][CH:11]=1)[C:8](=[O:12])[O:7][CH:6]([CH3:13])[CH2:5]2)=[CH2:15], predict the reactants needed to synthesize it. The reactants are: Br[C:2]1[CH:3]=[C:4]2[C:9](=[CH:10][CH:11]=1)[C:8](=[O:12])[O:7][C@H:6]([CH3:13])[CH2:5]2.[CH2:14](N(CC)CC)[CH3:15].C([B-](F)(F)F)=C.[K+]. (2) Given the product [Br:1][C:2]1[CH:6]=[N:5][N:4]([CH3:7])[C:3]=1[C:8]1[CH:19]=[C:18]([NH2:20])[CH:17]=[CH:16][C:9]=1[O:10][CH2:11][CH2:12][N:13]([CH3:14])[CH3:15], predict the reactants needed to synthesize it. The reactants are: [Br:1][C:2]1[CH:6]=[N:5][N:4]([CH3:7])[C:3]=1[C:8]1[CH:19]=[C:18]([N+:20]([O-])=O)[CH:17]=[CH:16][C:9]=1[O:10][CH2:11][CH2:12][N:13]([CH3:15])[CH3:14].O.O.Cl[Sn]Cl.